This data is from Forward reaction prediction with 1.9M reactions from USPTO patents (1976-2016). The task is: Predict the product of the given reaction. Given the reactants [NH:1]1[CH:5]=[CH:4][CH:3]=[C:2]1[CH:6]=O.[CH:8]([P:11]([CH:15]([CH3:17])[CH3:16])[CH2:12][CH2:13][NH2:14])([CH3:10])[CH3:9], predict the reaction product. The product is: [NH:1]1[CH:5]=[CH:4][CH:3]=[C:2]1[CH:6]=[N:14][CH2:13][CH2:12][P:11]([CH:15]([CH3:17])[CH3:16])[CH:8]([CH3:10])[CH3:9].